This data is from Peptide-MHC class I binding affinity with 185,985 pairs from IEDB/IMGT. The task is: Regression. Given a peptide amino acid sequence and an MHC pseudo amino acid sequence, predict their binding affinity value. This is MHC class I binding data. (1) The MHC is HLA-B44:02 with pseudo-sequence HLA-B44:02. The binding affinity (normalized) is 0.313. The peptide sequence is NIRQAGVQY. (2) The peptide sequence is ETINEEAAEW. The MHC is HLA-A24:02 with pseudo-sequence HLA-A24:02. The binding affinity (normalized) is 0. (3) The peptide sequence is FTDISMSLYK. The MHC is HLA-A03:01 with pseudo-sequence HLA-A03:01. The binding affinity (normalized) is 0.628. (4) The binding affinity (normalized) is 0.0729. The MHC is HLA-A68:01 with pseudo-sequence HLA-A68:01. The peptide sequence is PTKRCRLLK.